From a dataset of Full USPTO retrosynthesis dataset with 1.9M reactions from patents (1976-2016). Predict the reactants needed to synthesize the given product. Given the product [F:1][C:2]1[C:7]([NH:8][S:9]([CH2:12][CH2:13][CH3:14])(=[O:11])=[O:10])=[CH:6][CH:5]=[C:4]([F:24])[C:3]=1[NH:25][C:26]([C:28]1[S:29][C:30]([CH3:49])=[C:31]2[C:36]([NH2:37])=[N:35][CH:34]=[N:33][C:32]=12)=[O:27], predict the reactants needed to synthesize it. The reactants are: [F:1][C:2]1[C:7]([N:8](CC2C=CC(OC)=CC=2)[S:9]([CH2:12][CH2:13][CH3:14])(=[O:11])=[O:10])=[CH:6][CH:5]=[C:4]([F:24])[C:3]=1[NH:25][C:26]([C:28]1[S:29][C:30]([CH3:49])=[C:31]2[C:36]([NH:37]CC3C=CC(OC)=CC=3OC)=[N:35][CH:34]=[N:33][C:32]=12)=[O:27].